From a dataset of Forward reaction prediction with 1.9M reactions from USPTO patents (1976-2016). Predict the product of the given reaction. (1) Given the reactants [Cl:1][C:2]1[CH:7]=[C:6]([F:8])[CH:5]=[CH:4][C:3]=1[CH:9]([CH:22]1[CH2:24][CH2:23]1)[C:10]1[C:18]2[C:13](=[C:14]([CH2:19][S:20][CH3:21])[CH:15]=[CH:16][CH:17]=2)[NH:12][CH:11]=1.ClC1C=CC(C(C2CC2)C2C3C(=C(CS(C)=[O:44])C=CC=3)NC=2)=CC=1, predict the reaction product. The product is: [Cl:1][C:2]1[CH:7]=[C:6]([F:8])[CH:5]=[CH:4][C:3]=1[CH:9]([CH:22]1[CH2:24][CH2:23]1)[C:10]1[C:18]2[C:13](=[C:14]([CH2:19][S:20]([CH3:21])=[O:44])[CH:15]=[CH:16][CH:17]=2)[NH:12][CH:11]=1. (2) Given the reactants [N:1]1([CH2:6][CH2:7][O:8][C:9]2[CH:14]=[CH:13][C:12]([S:15]([O-:17])=[O:16])=[CH:11][CH:10]=2)[CH2:5][CH2:4][CH2:3][CH2:2]1.C1C(=O)N(Cl)C(=O)C1.[NH2:26][CH2:27][CH2:28][C:29]1[CH:34]=[CH:33][C:32]([O:35][C:36](=[O:45])[N:37]([CH3:44])[C:38]2[CH:43]=[CH:42][CH:41]=[CH:40][CH:39]=2)=[CH:31][CH:30]=1.C(O)(C(F)(F)F)=O.CCN(C(C)C)C(C)C, predict the reaction product. The product is: [N:1]1([CH2:6][CH2:7][O:8][C:9]2[CH:14]=[CH:13][C:12]([S:15]([NH:26][CH2:27][CH2:28][C:29]3[CH:30]=[CH:31][C:32]([O:35][C:36](=[O:45])[N:37]([CH3:44])[C:38]4[CH:39]=[CH:40][CH:41]=[CH:42][CH:43]=4)=[CH:33][CH:34]=3)(=[O:17])=[O:16])=[CH:11][CH:10]=2)[CH2:5][CH2:4][CH2:3][CH2:2]1. (3) Given the reactants [CH2:1]1COCC1.[F:6][C:7]1[CH:16]=[CH:15][CH:14]=[CH:13][C:8]=1C(OC)=O.C[Mg]Br.C([O:22][CH2:23][CH3:24])C.[Cl-].[NH4+], predict the reaction product. The product is: [F:6][C:7]1[CH:16]=[CH:15][CH:14]=[CH:13][C:8]=1[C:23]([OH:22])([CH3:24])[CH3:1]. (4) Given the reactants [CH3:1][N:2]1[C:6]([C:7]2[O:11][N:10]=[C:9]([CH3:12])[N:8]=2)=[C:5]([CH3:13])[N:4]=[CH:3]1.[Br:14]Br, predict the reaction product. The product is: [Br:14][C:3]1[N:2]([CH3:1])[C:6]([C:7]2[O:11][N:10]=[C:9]([CH3:12])[N:8]=2)=[C:5]([CH3:13])[N:4]=1. (5) The product is: [C:1]1([C:7]2[N:8]=[C:9]([CH:31]=[O:32])[NH:10][CH:11]=2)[CH:2]=[CH:3][CH:4]=[CH:5][CH:6]=1. Given the reactants [C:1]1([C:7]2[N:8]=[C:9]([CH:31]=[O:32])[N:10](C(C3C=CC=CC=3)(C3C=CC=CC=3)C3C=CC=CC=3)[CH:11]=2)[CH:6]=[CH:5][CH:4]=[CH:3][CH:2]=1.FC(F)(F)C(O)=O, predict the reaction product. (6) Given the reactants P(OC[C@H]1O[C@@H](N2C3N=C(N)NC(=O)C=3N=C2)[C@H](O)[C@@H]1O)(OP(OP(O)(O)=O)(O)=O)(=O)O.[CH2:33]([C@H:48]([NH2:52])[C:49]([OH:51])=[O:50])[CH2:34][C:35]([NH:37][C@H:38](C(NCC(O)=O)=O)[CH2:39]S)=[O:36], predict the reaction product. The product is: [NH2:52][C@H:48]([C:49]([OH:51])=[O:50])[CH2:33][CH2:34][C:35]([NH:37][CH2:38][CH3:39])=[O:36]. (7) Given the reactants [F:1][C:2]([F:17])([F:16])[C:3]1[CH:4]=[C:5]([CH:9]=[C:10]([C:12]([F:15])([F:14])[F:13])[CH:11]=1)[C:6](Cl)=[O:7].Cl.[C:19]1([C@H:25]2[C@@H:30]([C:31]3[CH:36]=[CH:35][CH:34]=[C:33]([C:37]([F:40])([F:39])[F:38])[CH:32]=3)[CH2:29][CH2:28][NH:27][CH2:26]2)[CH:24]=[CH:23][CH:22]=[CH:21][CH:20]=1, predict the reaction product. The product is: [F:1][C:2]([F:17])([F:16])[C:3]1[CH:4]=[C:5]([C:6]([N:27]2[CH2:28][CH2:29][C@H:30]([C:31]3[CH:36]=[CH:35][CH:34]=[C:33]([C:37]([F:38])([F:39])[F:40])[CH:32]=3)[C@H:25]([C:19]3[CH:24]=[CH:23][CH:22]=[CH:21][CH:20]=3)[CH2:26]2)=[O:7])[CH:9]=[C:10]([C:12]([F:15])([F:14])[F:13])[CH:11]=1. (8) Given the reactants C(OC([NH:8][C@@H:9]([CH2:17][C:18]1[CH:23]=[CH:22][C:21]([O:24][CH2:25][C:26]#[CH:27])=[CH:20][CH:19]=1)[C:10]([O:12][C:13]([CH3:16])([CH3:15])[CH3:14])=[O:11])=O)(C)(C)C.Cl.C(OCC)C, predict the reaction product. The product is: [NH2:8][C@@H:9]([CH2:17][C:18]1[CH:19]=[CH:20][C:21]([O:24][CH2:25][C:26]#[CH:27])=[CH:22][CH:23]=1)[C:10]([O:12][C:13]([CH3:14])([CH3:15])[CH3:16])=[O:11]. (9) Given the reactants [CH3:1][C:2]1[CH:9]=[CH:8][CH:7]=[CH:6][C:3]=1[CH2:4][NH2:5].[C:10](O[C:10]([O:12][C:13]([CH3:16])([CH3:15])[CH3:14])=[O:11])([O:12][C:13]([CH3:16])([CH3:15])[CH3:14])=[O:11], predict the reaction product. The product is: [C:13]([O:12][C:10]([NH:5][CH2:4][C:3]1[CH:6]=[CH:7][CH:8]=[CH:9][C:2]=1[CH3:1])=[O:11])([CH3:16])([CH3:15])[CH3:14]. (10) Given the reactants [CH3:1][CH2:2][CH2:3][CH:4]=[O:5].CCC=O.CCCO[CH:14]([CH:17]=[O:18])[CH2:15][CH3:16], predict the reaction product. The product is: [CH:4](=[O:5])[CH2:3][CH2:2][CH3:1].[CH:17](=[O:18])[CH2:14][CH2:15][CH3:16].